From a dataset of Forward reaction prediction with 1.9M reactions from USPTO patents (1976-2016). Predict the product of the given reaction. Given the reactants [CH3:1][O:2][CH2:3][CH:4]([NH:16][C:17]([C:19]1[CH:20]=[N:21][N:22]2[CH:27]=[C:26]([CH3:28])[CH:25]=[N:24][C:23]=12)=[O:18])[C:5]1[CH:10]=[CH:9][C:8]([O:11][C:12]([F:15])([F:14])[F:13])=[CH:7][CH:6]=1, predict the reaction product. The product is: [CH3:1][O:2][CH2:3][C@@H:4]([NH:16][C:17]([C:19]1[CH:20]=[N:21][N:22]2[CH:27]=[C:26]([CH3:28])[CH:25]=[N:24][C:23]=12)=[O:18])[C:5]1[CH:6]=[CH:7][C:8]([O:11][C:12]([F:15])([F:13])[F:14])=[CH:9][CH:10]=1.